This data is from Catalyst prediction with 721,799 reactions and 888 catalyst types from USPTO. The task is: Predict which catalyst facilitates the given reaction. (1) Reactant: Br[C:2]1[CH:3]=[C:4]([CH:18]=[CH:19][CH:20]=1)[O:5][CH:6]1[CH2:10][CH2:9][N:8]([C:11]([O:13][C:14]([CH3:17])([CH3:16])[CH3:15])=[O:12])[CH2:7]1.[B:21]1([B:21]2[O:25][C:24]([CH3:27])([CH3:26])[C:23]([CH3:29])([CH3:28])[O:22]2)[O:25][C:24]([CH3:27])([CH3:26])[C:23]([CH3:29])([CH3:28])[O:22]1.C([O-])(=O)C.[K+]. Product: [CH3:28][C:23]1([CH3:29])[C:24]([CH3:27])([CH3:26])[O:25][B:21]([C:2]2[CH:3]=[C:4]([CH:18]=[CH:19][CH:20]=2)[O:5][CH:6]2[CH2:10][CH2:9][N:8]([C:11]([O:13][C:14]([CH3:17])([CH3:16])[CH3:15])=[O:12])[CH2:7]2)[O:22]1. The catalyst class is: 800. (2) Reactant: [NH2:1][C:2]1[N:7]=[CH:6][N:5]=[C:4]2[N:8]([CH:12]([C:14]3[O:15][C:16](=[O:37])[C:17]4[C:22]([C:23]=3[C:24]3[CH2:29][CH2:28][N:27](C(OC(C)(C)C)=O)[CH2:26][CH:25]=3)=[CH:21][CH:20]=[CH:19][CH:18]=4)[CH3:13])[N:9]=[C:10]([I:11])[C:3]=12.[ClH:38]. Product: [ClH:38].[NH2:1][C:2]1[N:7]=[CH:6][N:5]=[C:4]2[N:8]([CH:12]([C:14]3[O:15][C:16](=[O:37])[C:17]4[C:22]([C:23]=3[C:24]3[CH2:29][CH2:28][NH:27][CH2:26][CH:25]=3)=[CH:21][CH:20]=[CH:19][CH:18]=4)[CH3:13])[N:9]=[C:10]([I:11])[C:3]=12. The catalyst class is: 12. (3) Reactant: [CH:1]1[CH:2]=[C:3]([CH2:6][NH:7][C:8]2[C:13]([C:14]([OH:16])=[O:15])=[CH:12][C:11]([S:17]([NH2:20])(=[O:19])=[O:18])=[C:10]([Cl:21])[CH:9]=2)[O:4][CH:5]=1.C([O-])([O-])=O.[K+].[K+].Br[CH2:29][C:30]([O:32][CH2:33][CH3:34])=[O:31]. Product: [Cl:21][C:10]1[CH:9]=[C:8]([NH:7][CH2:6][C:3]2[O:4][CH:5]=[CH:1][CH:2]=2)[C:13]([C:14]([O:16][CH2:29][C:30]([O:32][CH2:33][CH3:34])=[O:31])=[O:15])=[CH:12][C:11]=1[S:17](=[O:19])(=[O:18])[NH2:20]. The catalyst class is: 21.